This data is from Reaction yield outcomes from USPTO patents with 853,638 reactions. The task is: Predict the reaction yield, written as a fraction of the theoretical maximum amount of product (1.0 means a 100% yield; for example, 0.34 means a 34% yield). (1) The catalyst is CO. The product is [Cl:3][C:4]1[C:9]([F:10])=[CH:8][CH:7]=[C:6]([Cl:11])[C:5]=1[CH:12]([OH:14])[CH3:13]. The reactants are [BH4-].[Na+].[Cl:3][C:4]1[C:9]([F:10])=[CH:8][CH:7]=[C:6]([Cl:11])[C:5]=1[C:12](=[O:14])[CH3:13]. The yield is 0.865. (2) The reactants are [C:1]([C:4]1[N:9]=[N:8][C:7]([NH:10][C@@H:11]2[CH2:16][CH2:15][O:14][CH2:13][C@@H:12]2[NH:17]C(=O)OC(C)(C)C)=[CH:6][C:5]=1[NH:25][C:26]1[CH:31]=[CH:30][CH:29]=[C:28]([CH3:32])[N:27]=1)(=[O:3])[NH2:2].FC(F)(F)C(O)=O. The catalyst is ClCCl. The product is [NH2:17][C@@H:12]1[C@H:11]([NH:10][C:7]2[N:8]=[N:9][C:4]([C:1]([NH2:2])=[O:3])=[C:5]([NH:25][C:26]3[CH:31]=[CH:30][CH:29]=[C:28]([CH3:32])[N:27]=3)[CH:6]=2)[CH2:16][CH2:15][O:14][CH2:13]1. The yield is 0.280.